Dataset: CYP1A2 inhibition data for predicting drug metabolism from PubChem BioAssay. Task: Regression/Classification. Given a drug SMILES string, predict its absorption, distribution, metabolism, or excretion properties. Task type varies by dataset: regression for continuous measurements (e.g., permeability, clearance, half-life) or binary classification for categorical outcomes (e.g., BBB penetration, CYP inhibition). Dataset: cyp1a2_veith. (1) The molecule is CC(C)(Oc1ccc(Cl)cc1)C(=O)Nc1cccnc1. The result is 1 (inhibitor). (2) The drug is NC(N)=N[C@H](CC(=O)O)c1ccccc1. The result is 0 (non-inhibitor). (3) The drug is COc1ccc(NC(=O)c2cc3sccc3n2Cc2ccc(F)cc2)cc1OC. The result is 1 (inhibitor). (4) The molecule is COc1ccc2cc3[n+](cc2c1OC)CCc1cc2c(cc1-3)OCO2. The result is 1 (inhibitor). (5) The result is 0 (non-inhibitor). The drug is COc1cccc(/C=N\NC(=O)c2cc(OCC(F)(F)F)ccc2OCC(F)(F)F)c1. (6) The compound is O=C(NNS(=O)(=O)c1ccc(Cl)cc1)NC1CCCCC1. The result is 0 (non-inhibitor). (7) The compound is COCC(C)NCc1cccc([N+](=O)[O-])c1.O=C(O)C(=O)O. The result is 0 (non-inhibitor). (8) The drug is O=C1[C@@H]2CC[C@H]3/C(=N\OCc4ccccc4)C[C@@H](O)[C@@H](O)[C@@H]3[C@H]2C(=O)N1c1ccc(F)cc1F. The result is 0 (non-inhibitor).